This data is from Forward reaction prediction with 1.9M reactions from USPTO patents (1976-2016). The task is: Predict the product of the given reaction. (1) Given the reactants CC1C=CC(S(O[CH2:12][CH2:13][CH:14]2[C:18]3([CH2:23][CH2:22][CH2:21][CH2:20][CH2:19]3)[CH2:17][C:16](=[O:24])[O:15]2)(=O)=O)=CC=1.[CH:25]([C:28]1[CH:33]=[CH:32][CH:31]=[CH:30][C:29]=1[N:34]1[CH2:39][CH2:38][NH:37][CH2:36][CH2:35]1)([CH3:27])[CH3:26], predict the reaction product. The product is: [CH:16]([OH:24])=[O:15].[CH:25]([C:28]1[CH:33]=[CH:32][CH:31]=[CH:30][C:29]=1[N:34]1[CH2:35][CH2:36][N:37]([CH2:12][CH2:13][CH:14]2[C:18]3([CH2:19][CH2:20][CH2:21][CH2:22][CH2:23]3)[CH2:17][C:16](=[O:24])[O:15]2)[CH2:38][CH2:39]1)([CH3:27])[CH3:26]. (2) The product is: [N:55]1([O:23][C:15]2[N:14]=[C:13]([N:31]3[CH2:36][CH2:35][CH:34]([C:37](=[O:39])[NH:72][S:69]([CH2:68][C:62]4[CH:63]=[CH:64][CH:65]=[CH:66][CH:67]=4)(=[O:70])=[O:71])[CH2:33][CH2:32]3)[C:12]([C:10]#[N:11])=[CH:17][C:16]=2[C:18]([O:20][CH2:21][CH3:22])=[O:19])[C:50]2[CH:51]=[CH:52][CH:53]=[CH:54][C:49]=2[N:48]=[N:56]1. Given the reactants CCN(C(C)C)C(C)C.[C:10]([C:12]1[C:13]([N:31]2[CH2:36][CH2:35][CH:34]([C:37]([OH:39])=O)[CH2:33][CH2:32]2)=[N:14][C:15]([O:23]S(C(F)(F)F)(=O)=O)=[C:16]([C:18]([O:20][CH2:21][CH3:22])=[O:19])[CH:17]=1)#[N:11].CN(C(O[N:48]1[N:56]=[N:55][C:50]2[CH:51]=[CH:52][CH:53]=[CH:54][C:49]1=2)=[N+](C)C)C.[B-](F)(F)(F)F.[C:62]1([CH2:68][S:69]([NH2:72])(=[O:71])=[O:70])[CH:67]=[CH:66][CH:65]=[CH:64][CH:63]=1.C([O-])(O)=O.[Na+], predict the reaction product. (3) Given the reactants Br[C:2]1[S:3][C:4]([NH:32]C(=O)OC(C)(C)C)=[C:5]([C:7](=[O:31])[NH:8][C:9]2[CH:10]=[N:11][N:12]([CH3:30])[C:13]=2[C@@H:14]2[CH2:20][CH2:19][C@@H:18]([NH:21]C(OC(C)(C)C)=O)[C@@H:17]([F:29])[CH2:16][O:15]2)[N:6]=1.[F:40][C:41]1[CH:46]=[CH:45][C:44]([CH3:47])=[CH:43][C:42]=1B(O)O, predict the reaction product. The product is: [NH2:32][C:4]1[S:3][C:2]([C:42]2[CH:43]=[C:44]([CH3:47])[CH:45]=[CH:46][C:41]=2[F:40])=[N:6][C:5]=1[C:7]([NH:8][C:9]1[CH:10]=[N:11][N:12]([CH3:30])[C:13]=1[C@@H:14]1[CH2:20][CH2:19][C@@H:18]([NH2:21])[C@@H:17]([F:29])[CH2:16][O:15]1)=[O:31]. (4) Given the reactants [Br:1][C:2]1[CH:7]=[CH:6][N:5]2[N:8]=[C:9]([NH2:11])[N:10]=[C:4]2[CH:3]=1.[CH2:12]([N:14]=[C:15]=[O:16])[CH3:13], predict the reaction product. The product is: [Br:1][C:2]1[CH:7]=[CH:6][N:5]2[N:8]=[C:9]([NH:11][C:15]([NH:14][CH2:12][CH3:13])=[O:16])[N:10]=[C:4]2[CH:3]=1.